Predict the reaction yield, written as a fraction of the theoretical maximum amount of product (1.0 means a 100% yield; for example, 0.34 means a 34% yield). From a dataset of Reaction yield outcomes from USPTO patents with 853,638 reactions. (1) The reactants are [NH:1]1[C:9]2[C:8]([C:10]([O:12][CH3:13])=[O:11])=[CH:7][N:6]=[CH:5][C:4]=2[CH:3]=[CH:2]1.C[Si]([N-][Si](C)(C)C)(C)C.[K+].[CH3:24][C:25]1[CH:30]=[CH:29][C:28]([S:31](Cl)(=[O:33])=[O:32])=[CH:27][CH:26]=1.[NH4+].[Cl-]. The catalyst is C1COCC1.C(Cl)Cl. The product is [S:31]([N:1]1[C:9]2[C:8]([C:10]([O:12][CH3:13])=[O:11])=[CH:7][N:6]=[CH:5][C:4]=2[CH:3]=[CH:2]1)([C:28]1[CH:29]=[CH:30][C:25]([CH3:24])=[CH:26][CH:27]=1)(=[O:33])=[O:32]. The yield is 0.720. (2) The reactants are [NH2:1][CH2:2][C:3]([OH:5])=[O:4].C[N+](C)(C)C.[OH-].[C:12](#[N:15])[CH:13]=[CH2:14].Cl. The catalyst is O. The product is [C:12]([CH2:13][CH2:14][NH:1][CH2:2][C:3]([OH:5])=[O:4])#[N:15]. The yield is 0.696. (3) The reactants are [O:1]1[CH:5]=[CH:4][C:3]([O:6][CH2:7][C@@H:8]2[O:12][C:11](=[O:13])[N:10]([C:14]3[CH:15]=[CH:16][C:17]4[C:23](=[O:24])[CH2:22][CH2:21][CH2:20][CH2:19][C:18]=4[CH:25]=3)[CH2:9]2)=[N:2]1.CO[CH:28](OC)[N:29]([CH3:31])[CH3:30]. The catalyst is C(O)CC. The product is [CH3:28][N:29]([CH:31]=[C:22]1[CH2:21][CH2:20][CH2:19][C:18]2[CH:25]=[C:14]([N:10]3[CH2:9][C@H:8]([CH2:7][O:6][C:3]4[CH:4]=[CH:5][O:1][N:2]=4)[O:12][C:11]3=[O:13])[CH:15]=[CH:16][C:17]=2[C:23]1=[O:24])[CH3:30]. The yield is 0.670. (4) The reactants are [Br:1][C:2]1[CH:3]=[CH:4][C:5]([N+:9]([O-:11])=[O:10])=[C:6]([OH:8])[CH:7]=1.Cl[C:13]([F:19])([F:18])C(OC)=O.C(=O)([O-])[O-].[K+].[K+]. The catalyst is CN(C=O)C.C(OCC)(=O)C. The product is [F:18][CH:13]([F:19])[O:8][C:6]1[CH:7]=[C:2]([Br:1])[CH:3]=[CH:4][C:5]=1[N+:9]([O-:11])=[O:10]. The yield is 0.300. (5) The reactants are Cl[C:2]1[N:3]=[CH:4][C:5]2[C:10]([C:11]([NH:13][CH2:14][C:15]3[C:16]([OH:23])=[N:17][C:18]([CH3:22])=[CH:19][C:20]=3[CH3:21])=[O:12])=[C:9]([CH3:24])[N:8]([C@@H:25]([C:27]3[CH:32]=[CH:31][CH:30]=[CH:29][CH:28]=3)[CH3:26])[C:6]=2[N:7]=1.[OH-].[NH4+:34]. No catalyst specified. The product is [NH2:34][C:2]1[N:3]=[CH:4][C:5]2[C:10]([C:11]([NH:13][CH2:14][C:15]3[C:16]([OH:23])=[N:17][C:18]([CH3:22])=[CH:19][C:20]=3[CH3:21])=[O:12])=[C:9]([CH3:24])[N:8]([C@@H:25]([C:27]3[CH:32]=[CH:31][CH:30]=[CH:29][CH:28]=3)[CH3:26])[C:6]=2[N:7]=1. The yield is 0.380. (6) The reactants are [CH3:1][CH:2]([C:6]1[CH:7]=[C:8]2[C:13](=[CH:14][CH:15]=1)[CH:12]=[C:11]([OH:16])[C:10]([S:17][CH3:18])=[CH:9]2)[CH2:3][CH2:4][CH3:5].N1C=CC=CC=1.[F:25][C:26]([F:39])([F:38])[S:27](O[S:27]([C:26]([F:39])([F:38])[F:25])(=[O:29])=[O:28])(=[O:29])=[O:28]. The catalyst is ClCCl.O.Cl. The product is [F:25][C:26]([F:39])([F:38])[S:27]([O:16][C:11]1[C:10]([S:17][CH3:18])=[CH:9][C:8]2[C:13](=[CH:14][CH:15]=[C:6]([CH:2]([CH3:1])[CH2:3][CH2:4][CH3:5])[CH:7]=2)[CH:12]=1)(=[O:29])=[O:28]. The yield is 0.800. (7) The reactants are OC1C(C2(CO)C3C(=CC=CC=3)N(CC[CH2:22][N:23]3[C:31](=[O:32])[C:30]4[C:25](=[CH:26][CH:27]=[CH:28][CH:29]=4)[C:24]3=[O:33])C2=O)=CC2OCOC=2C=1.C1([CH2:40][CH2:41][N:42]2[C:50]3[C:45](=[CH:46][CH:47]=[CH:48][CH:49]=3)[C:44]([C:53]3[C:61]([OH:62])=[CH:60][C:56]4[O:57][CH2:58][O:59][C:55]=4[CH:54]=3)([CH2:51]O)[C:43]2=[O:63])CC1. No catalyst specified. The product is [O:63]=[C:43]1[C:44]2([C:53]3=[CH:54][C:55]4[O:59][CH2:58][O:57][C:56]=4[CH:60]=[C:61]3[O:62][CH2:51]2)[C:45]2[C:50](=[CH:49][CH:48]=[CH:47][CH:46]=2)[N:42]1[CH2:41][CH2:40][CH2:22][N:23]1[C:31](=[O:32])[C:30]2[C:25](=[CH:26][CH:27]=[CH:28][CH:29]=2)[C:24]1=[O:33]. The yield is 0.450.